Dataset: Merck oncology drug combination screen with 23,052 pairs across 39 cell lines. Task: Regression. Given two drug SMILES strings and cell line genomic features, predict the synergy score measuring deviation from expected non-interaction effect. (1) Drug 2: O=C(O)C1(Cc2cccc(Nc3nccs3)n2)CCC(Oc2cccc(Cl)c2F)CC1. Synergy scores: synergy=10.4. Drug 1: O=P1(N(CCCl)CCCl)NCCCO1. Cell line: HT144. (2) Drug 1: O=C(NOCC(O)CO)c1ccc(F)c(F)c1Nc1ccc(I)cc1F. Drug 2: COC1=C2CC(C)CC(OC)C(O)C(C)C=C(C)C(OC(N)=O)C(OC)C=CC=C(C)C(=O)NC(=CC1=O)C2=O. Cell line: CAOV3. Synergy scores: synergy=16.5. (3) Drug 1: N#Cc1ccc(Cn2cncc2CN2CCN(c3cccc(Cl)c3)C(=O)C2)cc1. Drug 2: C#Cc1cccc(Nc2ncnc3cc(OCCOC)c(OCCOC)cc23)c1. Cell line: RPMI7951. Synergy scores: synergy=7.46. (4) Drug 1: COc1cccc2c1C(=O)c1c(O)c3c(c(O)c1C2=O)CC(O)(C(=O)CO)CC3OC1CC(N)C(O)C(C)O1. Drug 2: CNC(=O)c1cc(Oc2ccc(NC(=O)Nc3ccc(Cl)c(C(F)(F)F)c3)cc2)ccn1. Cell line: HT29. Synergy scores: synergy=-13.4. (5) Drug 1: CC1CC2C3CCC4=CC(=O)C=CC4(C)C3(F)C(O)CC2(C)C1(O)C(=O)CO. Drug 2: Cn1cc(-c2cnn3c(N)c(Br)c(C4CCCNC4)nc23)cn1. Cell line: SKMES1. Synergy scores: synergy=-13.2.